This data is from Full USPTO retrosynthesis dataset with 1.9M reactions from patents (1976-2016). The task is: Predict the reactants needed to synthesize the given product. (1) Given the product [CH2:54]([C@H:40]([NH:39][C:17](=[O:19])[C:16]1[CH:20]=[C:21]([CH3:23])[CH:22]=[C:14]([N:65]([C:34](=[O:36])[CH2:33][CH2:8][CH3:9])[CH2:68][CH2:69][CH3:71])[CH:15]=1)[C@H:41]([OH:53])[CH2:42][NH:43][CH2:44][C:45]1[CH:50]=[CH:49][CH:48]=[C:47]([O:51][CH3:52])[CH:46]=1)[C:55]1[CH:60]=[CH:59][CH:58]=[CH:57][CH:56]=1, predict the reactants needed to synthesize it. The reactants are: C(P(=O)(O[CH2:8][CH3:9])OCC)#N.NC([C:14]1[CH:15]=[C:16]([CH:20]=[C:21]([C:23](N(CCC)CCC)=O)[CH:22]=1)[C:17]([OH:19])=O)=O.F[C:33](F)(F)[C:34]([OH:36])=O.[NH2:39][C@@H:40]([CH2:54][C:55]1[CH:60]=[C:59](F)[CH:58]=[C:57](F)[CH:56]=1)[C@H:41]([OH:53])[CH2:42][NH:43][CH2:44][C:45]1[CH:50]=[CH:49][CH:48]=[C:47]([O:51][CH3:52])[CH:46]=1.C([N:65]([CH2:68][CH3:69])CC)C.Cl[CH2:71]Cl. (2) Given the product [CH2:16]([NH:15][C:13]([NH:12][C:7]1[N:37]=[C:2]2[CH:1]=[C:22]([C:23]3[NH:24][N:30]=[C:28]([CH3:27])[N:29]=3)[CH:5]=[CH:4][N:3]2[CH:6]=1)=[O:14])[CH3:17], predict the reactants needed to synthesize it. The reactants are: [CH3:1][CH2:2][N:3]([CH2:6][CH3:7])[CH2:4][CH3:5].ClCC([NH:12][C:13]([NH:15][CH2:16][CH3:17])=[O:14])=O.C(C1C=C[N:24]2[CH:27]=[C:28]([NH:30]C(NCC)=O)[N:29]=[C:23]2[CH:22]=1)(=O)C.C[N:37](C=O)C. (3) Given the product [Cl:25][C:20]1[CH:19]=[C:18]([CH:23]=[CH:22][C:21]=1[Cl:24])[O:17][C:12]1[CH:11]=[CH:10][C:9]([C:1]2[CH:6]=[CH:5][CH:4]=[CH:3][CH:2]=2)=[CH:16][C:13]=1[CH:14]=[O:15], predict the reactants needed to synthesize it. The reactants are: [C:1]1(C)[CH:6]=[CH:5][CH:4]=[CH:3][CH:2]=1.Br[C:9]1[CH:10]=[CH:11][C:12]([O:17][C:18]2[CH:23]=[CH:22][C:21]([Cl:24])=[C:20]([Cl:25])[CH:19]=2)=[C:13]([CH:16]=1)[CH:14]=[O:15].C1(B(O)O)C=CC=CC=1.C([O-])([O-])=O.[Na+].[Na+]. (4) Given the product [Ca:5].[NH2:6][C@H:7]([C:12]([OH:14])=[O:13])[CH2:8][C:9]([OH:11])=[O:10], predict the reactants needed to synthesize it. The reactants are: C(=O)([O-])[O-].[Ca+2:5].[NH2:6][C@H:7]([C:12]([OH:14])=[O:13])[CH2:8][C:9]([OH:11])=[O:10]. (5) The reactants are: OC(C(F)(F)F)=O.[CH2:8]([O:10][C:11]1[CH:39]=[CH:38][C:14]([CH2:15][N:16]2[C:24]3[CH:23]=[CH:22][C:21]([C:25]([N:27]4[CH2:32][CH2:31][CH:30]([CH3:33])[CH2:29][CH2:28]4)=[O:26])=[CH:20][C:19]=3[C:18]3[CH2:34][NH:35][CH2:36][CH2:37][C:17]2=3)=[CH:13][CH:12]=1)[CH3:9].[CH:40]1([C:44](Cl)=[O:45])[CH2:43][CH2:42][CH2:41]1. Given the product [CH:40]1([C:44]([N:35]2[CH2:36][CH2:37][C:17]3[N:16]([CH2:15][C:14]4[CH:13]=[CH:12][C:11]([O:10][CH2:8][CH3:9])=[CH:39][CH:38]=4)[C:24]4[CH:23]=[CH:22][C:21]([C:25]([N:27]5[CH2:28][CH2:29][CH:30]([CH3:33])[CH2:31][CH2:32]5)=[O:26])=[CH:20][C:19]=4[C:18]=3[CH2:34]2)=[O:45])[CH2:43][CH2:42][CH2:41]1, predict the reactants needed to synthesize it. (6) Given the product [CH:4]([CH2:5][P:6](=[O:13])([O:10][CH2:11][CH3:12])[O:7][CH2:8][CH3:9])=[O:3], predict the reactants needed to synthesize it. The reactants are: C([O:3][CH:4](OCC)[CH2:5][P:6](=[O:13])([O:10][CH2:11][CH3:12])[O:7][CH2:8][CH3:9])C.Cl. (7) Given the product [Br:7][C:8]1[CH:9]=[CH:10][C:11]([N:14]2[N:18]=[C:17]([O:4][CH3:1])[CH:16]=[N:15]2)=[CH:12][CH:13]=1, predict the reactants needed to synthesize it. The reactants are: [C:1](=[O:4])([O-])[O-].[Cs+].[Cs+].[Br:7][C:8]1[CH:13]=[CH:12][C:11]([N:14]2[N:18]=[C:17](O)[CH:16]=[N:15]2)=[CH:10][CH:9]=1.CI.O. (8) Given the product [CH3:13][O:1][C:2]1[CH:11]=[C:10]2[C:5]([CH2:6][CH2:7][C:8](=[O:12])[NH:9]2)=[CH:4][CH:3]=1, predict the reactants needed to synthesize it. The reactants are: [OH:1][C:2]1[CH:11]=[C:10]2[C:5]([CH2:6][CH2:7][C:8](=[O:12])[NH:9]2)=[CH:4][CH:3]=1.[CH2:13](N(CC)CC)C. (9) Given the product [Br:1][C:2]1[CH:7]=[CH:6][C:5]([O:8][CH2:7][CH2:2][CH:3]2[CH2:9][O:12][CH2:4]2)=[CH:4][CH:3]=1, predict the reactants needed to synthesize it. The reactants are: [Br:1][C:2]1[CH:7]=[CH:6][C:5]([OH:8])=[CH:4][CH:3]=1.[C:9](=[O:12])([O-])[O-].[K+].[K+]. (10) Given the product [C:1]([C:5]1[C:6]([OH:15])=[C:7]([C:8]2[NH:21][C:19](=[O:20])[C:18]3[C:17](=[CH:25][CH:24]=[C:23]([S:26]([C:29]([F:32])([F:30])[F:31])(=[O:28])=[O:27])[CH:22]=3)[N:16]=2)[C:10]([CH3:14])=[C:11]([F:13])[CH:12]=1)([CH3:4])([CH3:3])[CH3:2], predict the reactants needed to synthesize it. The reactants are: [C:1]([C:5]1[C:6]([OH:15])=[C:7]([C:10]([CH3:14])=[C:11]([F:13])[CH:12]=1)[CH:8]=O)([CH3:4])([CH3:3])[CH3:2].[NH2:16][C:17]1[CH:25]=[CH:24][C:23]([S:26]([C:29]([F:32])([F:31])[F:30])(=[O:28])=[O:27])=[CH:22][C:18]=1[C:19]([NH2:21])=[O:20].